Task: Predict the reactants needed to synthesize the given product.. Dataset: Full USPTO retrosynthesis dataset with 1.9M reactions from patents (1976-2016) (1) Given the product [CH:34]([NH:37][S:12]([N:9]1[CH2:10][CH2:11][C:6]2([C:2](=[O:1])[N:3]([C:16]3[CH:21]=[CH:20][C:19]([O:22][C:23]([F:26])([F:25])[F:24])=[CH:18][CH:17]=3)[CH2:4][CH2:5]2)[CH2:7][CH2:8]1)(=[O:14])=[O:13])([CH3:36])[CH3:35], predict the reactants needed to synthesize it. The reactants are: [O:1]=[C:2]1[C:6]2([CH2:11][CH2:10][N:9]([S:12](Cl)(=[O:14])=[O:13])[CH2:8][CH2:7]2)[CH2:5][CH2:4][N:3]1[C:16]1[CH:21]=[CH:20][C:19]([O:22][C:23]([F:26])([F:25])[F:24])=[CH:18][CH:17]=1.CCN(CC)CC.[CH:34]([NH2:37])([CH3:36])[CH3:35]. (2) Given the product [N:32]([CH2:2][CH2:3][CH2:4][CH2:5][CH2:6][O:7][C:8]1[CH:9]=[C:10]([CH:14]([O:24][CH:25]2[CH2:30][CH2:29][N:28]([CH3:31])[CH2:27][CH2:26]2)[C:15]2[S:16][C:17]3[CH:23]=[CH:22][CH:21]=[CH:20][C:18]=3[N:19]=2)[CH:11]=[CH:12][CH:13]=1)=[N+:33]=[N-:34], predict the reactants needed to synthesize it. The reactants are: Cl[CH2:2][CH2:3][CH2:4][CH2:5][CH2:6][O:7][C:8]1[CH:9]=[C:10]([CH:14]([O:24][CH:25]2[CH2:30][CH2:29][N:28]([CH3:31])[CH2:27][CH2:26]2)[C:15]2[S:16][C:17]3[CH:23]=[CH:22][CH:21]=[CH:20][C:18]=3[N:19]=2)[CH:11]=[CH:12][CH:13]=1.[N-:32]=[N+:33]=[N-:34].[Na+].O. (3) Given the product [CH3:1][C@H:2]([CH:6]1[C:14]2[C:9](=[CH:10][CH:11]=[CH:12][CH:13]=2)[N:8]([C:15]([O:17][C:18]([CH3:19])([CH3:21])[CH3:20])=[O:16])[CH2:7]1)[C:3]([OH:5])=[O:4], predict the reactants needed to synthesize it. The reactants are: [CH3:1][CH:2]([CH:6]1[C:14]2[C:9](=[CH:10][CH:11]=[CH:12][CH:13]=2)[N:8]([C:15]([O:17][C:18]([CH3:21])([CH3:20])[CH3:19])=[O:16])[CH2:7]1)[C:3]([OH:5])=[O:4].P([O-])([O-])([O-])=O.[OH-].[Na+]. (4) Given the product [CH:35]([S:38]([NH:41][C:25](=[O:27])[C:24]1[CH:28]=[C:29]([F:33])[C:30]([F:32])=[CH:31][C:23]=1[F:22])(=[O:40])=[O:39])([CH2:36][CH3:37])[CH3:34], predict the reactants needed to synthesize it. The reactants are: Cl.CN(C)CCCN=C=NCC.C(N(C(C)C)C(C)C)C.[F:22][C:23]1[CH:31]=[C:30]([F:32])[C:29]([F:33])=[CH:28][C:24]=1[C:25]([OH:27])=O.[CH3:34][CH:35]([S:38]([NH2:41])(=[O:40])=[O:39])[CH2:36][CH3:37]. (5) The reactants are: [CH3:1][O:2][C:3]1[CH:10]=[CH:9][CH:8]=[CH:7][C:4]=1[CH2:5]O.[Cl:11]C(Cl)(OC(=O)OC(Cl)(Cl)Cl)Cl.N1C=CC=CC=1. Given the product [CH3:1][O:2][C:3]1[CH:10]=[CH:9][CH:8]=[CH:7][C:4]=1[CH2:5][Cl:11], predict the reactants needed to synthesize it. (6) Given the product [CH2:22]([C@H:10]1[CH2:9][NH:8][CH2:12][C@@H:11]1[CH2:13][N:14]([CH2:30][C:31]1[CH:40]=[CH:39][CH:38]=[C:37]2[C:32]=1[CH:33]=[CH:34][CH:35]=[C:36]2[C:41]#[N:42])[C:15]1[CH:20]=[CH:19][C:18]([Cl:21])=[CH:17][CH:16]=1)[C:23]1[CH:24]=[CH:25][CH:26]=[CH:27][CH:28]=1, predict the reactants needed to synthesize it. The reactants are: C(OC([N:8]1[CH2:12][C@H:11]([CH2:13][NH:14][C:15]2[CH:20]=[CH:19][C:18]([Cl:21])=[CH:17][CH:16]=2)[C@@H:10]([CH2:22][C:23]2[CH:28]=[CH:27][CH:26]=[CH:25][CH:24]=2)[CH2:9]1)=O)(C)(C)C.Br[CH2:30][C:31]1[CH:40]=[CH:39][CH:38]=[C:37]2[C:32]=1[CH:33]=[CH:34][CH:35]=[C:36]2[C:41]#[N:42].CC#N.O.CC#N.